From a dataset of Peptide-MHC class II binding affinity with 134,281 pairs from IEDB. Regression. Given a peptide amino acid sequence and an MHC pseudo amino acid sequence, predict their binding affinity value. This is MHC class II binding data. The peptide sequence is AAATAGTTVYRAFAA. The MHC is HLA-DPA10103-DPB10601 with pseudo-sequence HLA-DPA10103-DPB10601. The binding affinity (normalized) is 0.0745.